Dataset: Full USPTO retrosynthesis dataset with 1.9M reactions from patents (1976-2016). Task: Predict the reactants needed to synthesize the given product. (1) Given the product [N:40]([CH2:6][CH2:7][O:8][C:9]1[CH:10]=[CH:11][C:12]([CH:15]2[CH2:20][CH2:19][N:18]([C:21]([O:23][C:24]([CH3:27])([CH3:26])[CH3:25])=[O:22])[CH2:17][CH:16]2[O:28][CH2:29][C:30]2[CH:39]=[CH:38][C:37]3[C:32](=[CH:33][CH:34]=[CH:35][CH:36]=3)[CH:31]=2)=[CH:13][CH:14]=1)=[N+:41]=[N-:42], predict the reactants needed to synthesize it. The reactants are: CS(O[CH2:6][CH2:7][O:8][C:9]1[CH:14]=[CH:13][C:12]([CH:15]2[CH2:20][CH2:19][N:18]([C:21]([O:23][C:24]([CH3:27])([CH3:26])[CH3:25])=[O:22])[CH2:17][CH:16]2[O:28][CH2:29][C:30]2[CH:39]=[CH:38][C:37]3[C:32](=[CH:33][CH:34]=[CH:35][CH:36]=3)[CH:31]=2)=[CH:11][CH:10]=1)(=O)=O.[N-:40]=[N+:41]=[N-:42].[Na+]. (2) Given the product [NH2:46][C:44]1[N:43]=[CH:42][N:41]=[C:40]2[N:39]([CH:2]([C:4]3[O:5][C:6](=[O:27])[C:7]4[C:12]([C:13]=3[C:14]3[CH:15]=[CH:16][C:17]([CH2:20][N:21]5[CH2:22][CH2:23][CH2:24][CH2:25][CH2:26]5)=[CH:18][CH:19]=3)=[CH:11][CH:10]=[CH:9][CH:8]=4)[CH3:3])[N:38]=[C:37]([C:31]3[CH:32]=[C:33]([O:35][CH3:36])[CH:34]=[C:29]([F:28])[CH:30]=3)[C:45]=12, predict the reactants needed to synthesize it. The reactants are: O[CH:2]([C:4]1[O:5][C:6](=[O:27])[C:7]2[C:12]([C:13]=1[C:14]1[CH:19]=[CH:18][C:17]([CH2:20][N:21]3[CH2:26][CH2:25][CH2:24][CH2:23][CH2:22]3)=[CH:16][CH:15]=1)=[CH:11][CH:10]=[CH:9][CH:8]=2)[CH3:3].[F:28][C:29]1[CH:30]=[C:31]([C:37]2[C:45]3[C:40](=[N:41][CH:42]=[N:43][C:44]=3[NH2:46])[NH:39][N:38]=2)[CH:32]=[C:33]([O:35][CH3:36])[CH:34]=1. (3) The reactants are: Cl.[CH3:2][N:3]1[C:18]2[C:13](=[CH:14][CH:15]=[CH:16][CH:17]=2)[C:5]([CH2:6][C@@H:7]([C:9]([O:11][CH3:12])=[O:10])[NH2:8])=[CH:4]1.C(N(CC)CC)C.[O:26]([C:33]1[CH:43]=[CH:42][C:36]([CH:37]=[CH:38][C:39](O)=[O:40])=[CH:35][CH:34]=1)[C:27]1[CH:32]=[CH:31][CH:30]=[CH:29][CH:28]=1.CCN=C=NCCCN(C)C.Cl. Given the product [CH3:2][N:3]1[C:18]2[C:13](=[CH:14][CH:15]=[CH:16][CH:17]=2)[C:5]([CH2:6][C@@H:7]([C:9]([O:11][CH3:12])=[O:10])[NH:8][C:39](=[O:40])[CH:38]=[CH:37][C:36]2[CH:42]=[CH:43][C:33]([O:26][C:27]3[CH:32]=[CH:31][CH:30]=[CH:29][CH:28]=3)=[CH:34][CH:35]=2)=[CH:4]1, predict the reactants needed to synthesize it. (4) Given the product [CH:18]1([CH2:17][C@@H:13]([C:14]([N:27]2[CH2:28][C@H:24]([F:23])[CH2:25][C@H:26]2[C:29]2[NH:37][C:32]3[CH:33]=[N:34][CH:35]=[CH:36][C:31]=3[N:30]=2)=[O:16])[CH2:12][N:9]([OH:8])[CH:10]=[O:11])[CH2:19][CH2:20][CH2:21][CH2:22]1, predict the reactants needed to synthesize it. The reactants are: C([O:8][N:9]([CH2:12][C@@H:13]([CH2:17][CH:18]1[CH2:22][CH2:21][CH2:20][CH2:19]1)[C:14]([OH:16])=O)[CH:10]=[O:11])C1C=CC=CC=1.[F:23][C@H:24]1[CH2:28][NH:27][C@H:26]([C:29]2[NH:37][C:32]3[CH:33]=[N:34][CH:35]=[CH:36][C:31]=3[N:30]=2)[CH2:25]1. (5) The reactants are: [CH3:1][C:2]1[N:7]=[C:6]([C:8]2[N:13]=[CH:12][C:11]3[CH:14]=[N:15][N:16]([C:17]4[N:22]=[C:21]([CH:23]5[C:28](=[O:29])[CH2:27][CH2:26][N:25]([C:30]([O:32][C:33]([CH3:36])([CH3:35])[CH3:34])=[O:31])[CH2:24]5)[CH:20]=[CH:19][CH:18]=4)[C:10]=3[CH:9]=2)[CH:5]=[N:4][CH:3]=1.[BH4-].[Na+]. Given the product [OH:29][CH:28]1[CH2:27][CH2:26][N:25]([C:30]([O:32][C:33]([CH3:36])([CH3:35])[CH3:34])=[O:31])[CH2:24][CH:23]1[C:21]1[CH:20]=[CH:19][CH:18]=[C:17]([N:16]2[C:10]3[CH:9]=[C:8]([C:6]4[CH:5]=[N:4][CH:3]=[C:2]([CH3:1])[N:7]=4)[N:13]=[CH:12][C:11]=3[CH:14]=[N:15]2)[N:22]=1, predict the reactants needed to synthesize it.